From a dataset of Full USPTO retrosynthesis dataset with 1.9M reactions from patents (1976-2016). Predict the reactants needed to synthesize the given product. Given the product [C:16]([C:14]1[CH:13]=[C:12]([NH:20][S:21]([CH3:24])(=[O:22])=[O:23])[C:11]([O:25][CH3:26])=[C:10]([NH:9][C:7](=[O:8])[C:6]2[CH:27]=[CH:28][C:29]([CH3:30])=[C:4]([N:1]3[CH:32]=[C:31]([C:33]4[CH:38]=[N:37][C:36]([N:39]([CH3:41])[CH3:40])=[CH:35][CH:34]=4)[N:3]=[N:2]3)[CH:5]=2)[CH:15]=1)([CH3:18])([CH3:19])[CH3:17], predict the reactants needed to synthesize it. The reactants are: [N:1]([C:4]1[CH:5]=[C:6]([CH:27]=[CH:28][C:29]=1[CH3:30])[C:7]([NH:9][C:10]1[CH:15]=[C:14]([C:16]([CH3:19])([CH3:18])[CH3:17])[CH:13]=[C:12]([NH:20][S:21]([CH3:24])(=[O:23])=[O:22])[C:11]=1[O:25][CH3:26])=[O:8])=[N+:2]=[N-:3].[C:31]([C:33]1[CH:34]=[CH:35][C:36]([N:39]([CH3:41])[CH3:40])=[N:37][CH:38]=1)#[CH:32].